Dataset: Peptide-MHC class II binding affinity with 134,281 pairs from IEDB. Task: Regression. Given a peptide amino acid sequence and an MHC pseudo amino acid sequence, predict their binding affinity value. This is MHC class II binding data. (1) The peptide sequence is YAAALVAMPTLAELA. The MHC is DRB1_0405 with pseudo-sequence DRB1_0405. The binding affinity (normalized) is 0.182. (2) The peptide sequence is TSKLDAAYKLAYKTA. The MHC is DRB1_0802 with pseudo-sequence DRB1_0802. The binding affinity (normalized) is 0.154. (3) The MHC is DRB1_0101 with pseudo-sequence DRB1_0101. The binding affinity (normalized) is 0.559. The peptide sequence is GELQIVDKIDAATKI. (4) The peptide sequence is AGLGLRSAISSGLGS. The MHC is HLA-DQA10501-DQB10301 with pseudo-sequence HLA-DQA10501-DQB10301. The binding affinity (normalized) is 0.449. (5) The peptide sequence is QQIKFAALSARAVAL. The MHC is DRB1_0802 with pseudo-sequence DRB1_0802. The binding affinity (normalized) is 0.154. (6) The peptide sequence is FLFQRAVAREAIIAL. The MHC is HLA-DQA10501-DQB10201 with pseudo-sequence HLA-DQA10501-DQB10201. The binding affinity (normalized) is 0.321.